Task: Regression. Given two drug SMILES strings and cell line genomic features, predict the synergy score measuring deviation from expected non-interaction effect.. Dataset: NCI-60 drug combinations with 297,098 pairs across 59 cell lines Drug 1: CN(CC1=CN=C2C(=N1)C(=NC(=N2)N)N)C3=CC=C(C=C3)C(=O)NC(CCC(=O)O)C(=O)O. Drug 2: C1CNP(=O)(OC1)N(CCCl)CCCl. Cell line: HCT116. Synergy scores: CSS=43.7, Synergy_ZIP=4.16, Synergy_Bliss=0.142, Synergy_Loewe=-25.9, Synergy_HSA=0.442.